Dataset: Full USPTO retrosynthesis dataset with 1.9M reactions from patents (1976-2016). Task: Predict the reactants needed to synthesize the given product. (1) Given the product [CH3:66][N:57]1[C:52]2[NH:53][CH2:54][CH2:55][S:56][CH:50]([C:47]3[CH:48]=[CH:49][C:44]([S:75]([CH3:74])(=[O:77])=[O:76])=[CH:45][C:46]=3[CH3:67])[C:51]=2[C:59]([C:60]2[CH:65]=[CH:64][CH:63]=[CH:62][N:61]=2)=[N:58]1, predict the reactants needed to synthesize it. The reactants are: C1(P(C2C=CC=CC=2)C2C3OC4C(=CC=CC=4P(C4C=CC=CC=4)C4C=CC=CC=4)C(C)(C)C=3C=CC=2)C=CC=CC=1.Br[C:44]1[CH:49]=[CH:48][C:47]([CH:50]2[S:56][CH2:55][CH2:54][NH:53][C:52]3[N:57]([CH3:66])[N:58]=[C:59]([C:60]4[CH:65]=[CH:64][CH:63]=[CH:62][N:61]=4)[C:51]2=3)=[C:46]([CH3:67])[CH:45]=1.C(=O)([O-])[O-].[Cs+].[Cs+].[CH3:74][S:75]([O-:77])=[O:76].[Na+]. (2) Given the product [CH3:16][C:2]1([OH:1])[CH2:8][CH2:7][CH2:6][NH:5][CH2:4][CH2:3]1, predict the reactants needed to synthesize it. The reactants are: [OH:1][C:2]1([CH3:16])[CH2:8][CH2:7][CH2:6][N:5](C(OC(C)(C)C)=O)[CH2:4][CH2:3]1.Cl. (3) Given the product [Cl:1][C:2]1[CH:3]=[C:4]([C@@H:8]2[C@@H:13]([C:14]3[CH:19]=[CH:18][C:17]([Cl:20])=[CH:16][CH:15]=3)[N:12]([C@@H:21]([CH2:27][CH3:28])[CH2:22][S:23]([N:46]3[CH2:47][CH2:62][CH2:61][C@@H:55]3[CH3:56])(=[O:25])=[O:24])[C:11](=[O:29])[CH:10]([CH2:30][C:31]([O:33][CH3:34])=[O:32])[O:9]2)[CH:5]=[CH:6][CH:7]=1, predict the reactants needed to synthesize it. The reactants are: [Cl:1][C:2]1[CH:3]=[C:4]([C@@H:8]2[C@@H:13]([C:14]3[CH:19]=[CH:18][C:17]([Cl:20])=[CH:16][CH:15]=3)[N:12]([C@@H:21]([CH2:27][CH3:28])[CH2:22][S:23](Cl)(=[O:25])=[O:24])[C:11](=[O:29])[C@@H:10]([CH2:30][C:31]([O:33][CH3:34])=[O:32])[O:9]2)[CH:5]=[CH:6][CH:7]=1.ClC1C=C([C@@H]2[C@@H:47](C3C=CC(Cl)=CC=3)[N:46]([C@@H:55]([CH2:61][CH3:62])[CH2:56]S(Cl)(=O)=O)C(=O)[C@H](CC(OC)=O)O2)C=CC=1.C[C@H]1CCCN1. (4) Given the product [Cl:1][C:2]1[CH:3]=[C:4]([C:19]([C:21]([F:24])([F:23])[F:22])=[CH2:20])[CH:5]=[C:6]([Cl:8])[CH:7]=1, predict the reactants needed to synthesize it. The reactants are: [Cl:1][C:2]1[CH:3]=[C:4](B(O)O)[CH:5]=[C:6]([Cl:8])[CH:7]=1.C(=O)([O-])[O-].[K+].[K+].Br[C:19]([C:21]([F:24])([F:23])[F:22])=[CH2:20].COC(C)(C)C. (5) Given the product [CH2:6]([O:5][C:3](=[O:4])[C:2]([F:9])([F:8])[C:11]1[CH:16]=[CH:15][C:14]([CH3:17])=[CH:13][N:12]=1)[CH3:7], predict the reactants needed to synthesize it. The reactants are: Br[C:2]([F:9])([F:8])[C:3]([O:5][CH2:6][CH3:7])=[O:4].Br[C:11]1[CH:16]=[CH:15][C:14]([CH3:17])=[CH:13][N:12]=1.